Predict the reactants needed to synthesize the given product. From a dataset of Full USPTO retrosynthesis dataset with 1.9M reactions from patents (1976-2016). (1) Given the product [N:1]1([CH:20]([NH:17][C:15](=[O:16])[C:14]2[CH:18]=[CH:19][C:11]([Cl:10])=[CH:12][CH:13]=2)[CH:21]([CH3:23])[CH3:22])[C:5]2[CH:6]=[CH:7][CH:8]=[CH:9][C:4]=2[N:3]=[N:2]1, predict the reactants needed to synthesize it. The reactants are: [NH:1]1[C:5]2[CH:6]=[CH:7][CH:8]=[CH:9][C:4]=2[N:3]=[N:2]1.[Cl:10][C:11]1[CH:19]=[CH:18][C:14]([C:15]([NH2:17])=[O:16])=[CH:13][CH:12]=1.[CH:20](=O)[CH:21]([CH3:23])[CH3:22].C1(C)C=CC(S(O)(=O)=O)=CC=1. (2) Given the product [C:1]([O:4][C@@H:5]1[C@@H:10]([O:11][C:12](=[O:14])[CH3:13])[C@H:9]([O:15][C:16](=[O:18])[CH3:17])[C@@H:8]([CH2:19][O:20][C:21](=[O:23])[CH3:22])[O:7][C@H:6]1[C:24]1[CH:29]=[CH:28][C:27]([CH3:30])=[C:26]([CH2:31][C:32]2[S:33][C:34]([C:42]3[CH:43]=[N:44][C:39]([F:38])=[CH:40][CH:41]=3)=[CH:35][CH:36]=2)[CH:25]=1)(=[O:3])[CH3:2], predict the reactants needed to synthesize it. The reactants are: [C:1]([O:4][C@@H:5]1[C@@H:10]([O:11][C:12](=[O:14])[CH3:13])[C@H:9]([O:15][C:16](=[O:18])[CH3:17])[C@@H:8]([CH2:19][O:20][C:21](=[O:23])[CH3:22])[O:7][C@H:6]1[C:24]1[CH:29]=[CH:28][C:27]([CH3:30])=[C:26]([CH2:31][C:32]2[S:33][C:34](Cl)=[CH:35][CH:36]=2)[CH:25]=1)(=[O:3])[CH3:2].[F:38][C:39]1[N:44]=[CH:43][C:42](B(O)O)=[CH:41][CH:40]=1.C(P(C(C)(C)C)C(C)(C)C)(C)(C)C.F[B-](F)(F)F.[H+].[F-].[K+].[Cl-].[NH4+]. (3) Given the product [C:26](/[CH:25]=[CH:24]/[C:17]1[C:8]([C:4]2[CH:5]=[CH:6][CH:7]=[C:2]([Cl:1])[CH:3]=2)=[C:9]2[C:14](=[C:15]([O:20][CH3:21])[CH:16]=1)[N:13]=[C:12]([NH:22][CH3:23])[N:11]=[CH:10]2)([OH:28])=[O:27], predict the reactants needed to synthesize it. The reactants are: [Cl:1][C:2]1[CH:3]=[C:4]([C:8]2[C:17](C=O)=[CH:16][C:15]([O:20][CH3:21])=[C:14]3[C:9]=2[CH:10]=[N:11][C:12]([NH:22][CH3:23])=[N:13]3)[CH:5]=[CH:6][CH:7]=1.[C:24](O)(=O)[CH2:25][C:26]([OH:28])=[O:27].N1CCCCC1.Cl. (4) Given the product [CH3:20][C@H:18]([NH:19][C:39]([C:35]1[O:34][CH:38]=[CH:37][CH:36]=1)=[O:40])[C@@H:17]([C:21]1[CH:22]=[CH:23][CH:24]=[CH:25][CH:26]=1)[O:16][C:12]1[CH:11]=[C:10]2[C:15](=[CH:14][CH:13]=1)[N:7]([C:3]1[CH:2]=[N:1][CH:6]=[CH:5][CH:4]=1)[N:8]=[CH:9]2, predict the reactants needed to synthesize it. The reactants are: [N:1]1[CH:6]=[CH:5][CH:4]=[C:3]([N:7]2[C:15]3[C:10](=[CH:11][C:12]([O:16][C@H:17]([C:21]4[CH:26]=[CH:25][CH:24]=[CH:23][CH:22]=4)[C@H:18]([CH3:20])[NH2:19])=[CH:13][CH:14]=3)[CH:9]=[N:8]2)[CH:2]=1.C(N(CC)CC)C.[O:34]1[CH:38]=[CH:37][CH:36]=[C:35]1[C:39](Cl)=[O:40]. (5) Given the product [OH:20][CH2:19][CH2:18][N:14]1[CH2:15][CH2:16][N:17]([CH2:22][CH2:21][OH:24])[C:3]1=[C:6]([C:9]#[N:10])[C:7]#[N:8], predict the reactants needed to synthesize it. The reactants are: CS[C:3](=[C:6]([C:9]#[N:10])[C:7]#[N:8])SC.OCC[N:14]([CH2:18][CH2:19][OH:20])[CH2:15][CH2:16][NH2:17].[CH:21]([O:24]C(C)C)(C)[CH3:22].